Dataset: Forward reaction prediction with 1.9M reactions from USPTO patents (1976-2016). Task: Predict the product of the given reaction. (1) Given the reactants C(O[C:4](=[O:23])[CH:5]=[C:6]([NH:8][C:9]1[CH:14]=[CH:13][CH:12]=[C:11]([O:15][CH2:16][C:17]2[CH:22]=[CH:21][CH:20]=[CH:19][CH:18]=2)[CH:10]=1)[CH3:7])C.C1C=CC(C2C=CC=CC=2)=CC=1.C1C=CC(OC2C=CC=CC=2)=CC=1, predict the reaction product. The product is: [CH2:16]([O:15][C:11]1[CH:10]=[C:9]2[C:14]([C:4]([OH:23])=[CH:5][C:6]([CH3:7])=[N:8]2)=[CH:13][CH:12]=1)[C:17]1[CH:18]=[CH:19][CH:20]=[CH:21][CH:22]=1. (2) Given the reactants C([C:3]1([C:9]([O:11]C)=[O:10])[CH2:8][CH2:7][O:6][CH2:5][CH2:4]1)#N.Cl, predict the reaction product. The product is: [O:6]1[CH2:7][CH2:8][CH:3]([C:9]([OH:11])=[O:10])[CH2:4][CH2:5]1. (3) Given the reactants [CH3:1][C:2]1([CH3:16])[C:6]([CH3:8])([CH3:7])[O:5][B:4]([C:9]2[CH:14]=[CH:13][C:12]([OH:15])=[CH:11][CH:10]=2)[O:3]1.[C:17](=O)([O-])[O-].[Cs+].[Cs+].Br[CH2:24][C:25]([NH2:27])=[O:26], predict the reaction product. The product is: [CH:24]([O:15][CH:12]([CH3:11])[CH3:13])([CH3:25])[CH3:17].[NH2:27][C:25]([CH2:24][O:15][C:12]1[CH:13]=[CH:14][C:9]([B:4]2[O:3][C:2]([CH3:16])([CH3:1])[C:6]([CH3:7])([CH3:8])[O:5]2)=[CH:10][CH:11]=1)=[O:26]. (4) Given the reactants OC(C(F)(F)F)=O.[CH3:8][N:9]1[CH:13]([C:14]([OH:16])=O)[CH2:12][N:11]([C:17]2[CH:22]=[CH:21][CH:20]=[C:19]([CH3:23])[N:18]=2)[C:10]1=[O:24].O.ON1C2C=CC=CC=2N=N1.Cl.C(N=C=NCCCN(C)C)C.C(N1CCOCC1)C.[Cl:56][C:57]1[C:62]([C:63]([F:66])([F:65])[F:64])=[CH:61][CH:60]=[CH:59][C:58]=1[CH2:67][NH2:68], predict the reaction product. The product is: [Cl:56][C:57]1[C:62]([C:63]([F:65])([F:66])[F:64])=[CH:61][CH:60]=[CH:59][C:58]=1[CH2:67][NH:68][C:14]([CH:13]1[CH2:12][N:11]([C:17]2[CH:22]=[CH:21][CH:20]=[C:19]([CH3:23])[N:18]=2)[C:10](=[O:24])[N:9]1[CH3:8])=[O:16]. (5) Given the reactants [O:1]1[CH:5]=[C:4]([CH2:6][OH:7])[N:3]=[CH:2]1.N1C=CN=C1.[Si:13](Cl)([C:26]([CH3:29])([CH3:28])[CH3:27])([C:20]1[CH:25]=[CH:24][CH:23]=[CH:22][CH:21]=1)[C:14]1[CH:19]=[CH:18][CH:17]=[CH:16][CH:15]=1.O, predict the reaction product. The product is: [CH3:29][C:26]([Si:13]([C:20]1[CH:25]=[CH:24][CH:23]=[CH:22][CH:21]=1)([C:14]1[CH:15]=[CH:16][CH:17]=[CH:18][CH:19]=1)[O:7][CH2:6][C:4]1[N:3]=[CH:2][O:1][CH:5]=1)([CH3:27])[CH3:28]. (6) Given the reactants C[O:2][C:3](=[O:24])[C:4]1[CH:9]=[C:8]([C:10]2[S:11][CH:12]=[C:13]([C:15]3[CH:20]=[CH:19][C:18]([Cl:21])=[C:17]([Cl:22])[CH:16]=3)[N:14]=2)[CH:7]=[CH:6][C:5]=1Br.[F:25][C:26]1[CH:31]=[CH:30][C:29](B(O)O)=[CH:28][CH:27]=1, predict the reaction product. The product is: [Cl:22][C:17]1[CH:16]=[C:15]([C:13]2[N:14]=[C:10]([C:8]3[CH:9]=[C:4]([C:3]([OH:2])=[O:24])[C:5]([C:29]4[CH:30]=[CH:31][C:26]([F:25])=[CH:27][CH:28]=4)=[CH:6][CH:7]=3)[S:11][CH:12]=2)[CH:20]=[CH:19][C:18]=1[Cl:21].